This data is from Full USPTO retrosynthesis dataset with 1.9M reactions from patents (1976-2016). The task is: Predict the reactants needed to synthesize the given product. (1) Given the product [F:18][C:19]1[CH:24]=[C:23]([O:25][CH2:26][C:27]2[CH:32]=[CH:31][CH:30]=[C:29]([F:33])[CH:28]=2)[CH:22]=[CH:21][C:20]=1[NH2:34], predict the reactants needed to synthesize it. The reactants are: FC1C=C(N)C=CC=1OCC1C=CC=C(F)C=1.[F:18][C:19]1[CH:24]=[C:23]([O:25][CH2:26][C:27]2[CH:32]=[CH:31][CH:30]=[C:29]([F:33])[CH:28]=2)[CH:22]=[CH:21][C:20]=1[N+:34]([O-])=O. (2) The reactants are: [CH2:1]([N:8]1[CH2:12][CH2:11][C:10]([CH3:16])(C(O)=O)[CH2:9]1)[C:2]1[CH:7]=[CH:6][CH:5]=[CH:4][CH:3]=1.C([N:19]([CH2:22]C)CC)C.C1(P(N=[N+]=[N-])(C2C=CC=CC=2)=[O:31])C=CC=CC=1.O.[C:42]([OH:46])([CH3:45])([CH3:44])[CH3:43]. Given the product [C:42]([O:46][C:22](=[O:31])[NH:19][C:10]1([CH3:16])[CH2:11][CH2:12][N:8]([CH2:1][C:2]2[CH:3]=[CH:4][CH:5]=[CH:6][CH:7]=2)[CH2:9]1)([CH3:45])([CH3:44])[CH3:43], predict the reactants needed to synthesize it. (3) The reactants are: [Br:1][C:2]1[CH:3]=[C:4]([CH:8]=[C:9]([N+:11]([O-:13])=[O:12])[CH:10]=1)[C:5]([OH:7])=[O:6].S(=O)(=O)(O)O.[CH3:19]O. Given the product [Br:1][C:2]1[CH:3]=[C:4]([CH:8]=[C:9]([N+:11]([O-:13])=[O:12])[CH:10]=1)[C:5]([O:7][CH3:19])=[O:6], predict the reactants needed to synthesize it.